Dataset: Catalyst prediction with 721,799 reactions and 888 catalyst types from USPTO. Task: Predict which catalyst facilitates the given reaction. (1) Reactant: C(=O)([O-])[O-].[K+].[K+].[F:7][C:8]1[CH:15]=[C:14](F)[C:13]([F:17])=[CH:12][C:9]=1[C:10]#[N:11].[NH2:18][CH:19]1[CH2:24][CH2:23][N:22]([CH2:25][C:26]2[CH:31]=[CH:30][CH:29]=[CH:28][CH:27]=2)[CH2:21][CH2:20]1.C(=O)([O-])O.[Na+]. Product: [CH2:25]([N:22]1[CH2:23][CH2:24][CH:19]([NH:18][C:14]2[C:13]([F:17])=[CH:12][C:9]([C:10]#[N:11])=[C:8]([F:7])[CH:15]=2)[CH2:20][CH2:21]1)[C:26]1[CH:27]=[CH:28][CH:29]=[CH:30][CH:31]=1. The catalyst class is: 9. (2) Reactant: [CH2:1]([O:3][C:4](=[O:15])[CH:5]([NH:11][C:12](=[O:14])[CH3:13])[C:6]([O:8][CH2:9][CH3:10])=[O:7])[CH3:2].[F:16][C:17]1[CH:22]=[C:21]([CH:23]=[CH2:24])[CH:20]=[CH:19][C:18]=1[C:25]1[S:26][C:27]2[C:32]([N:33]=1)=[CH:31][CH:30]=[C:29]([C:34]1([C:37]3[CH:42]=[CH:41][CH:40]=[CH:39][CH:38]=3)[CH2:36][CH2:35]1)[N:28]=2. Product: [C:12]([NH:11][C:5]([CH2:24][CH2:23][C:21]1[CH:20]=[CH:19][C:18]([C:25]2[S:26][C:27]3[C:32]([N:33]=2)=[CH:31][CH:30]=[C:29]([C:34]2([C:37]4[CH:38]=[CH:39][CH:40]=[CH:41][CH:42]=4)[CH2:35][CH2:36]2)[N:28]=3)=[C:17]([F:16])[CH:22]=1)([C:4]([O:3][CH2:1][CH3:2])=[O:15])[C:6]([O:8][CH2:9][CH3:10])=[O:7])(=[O:14])[CH3:13]. The catalyst class is: 16.